Task: Predict the reaction yield, written as a fraction of the theoretical maximum amount of product (1.0 means a 100% yield; for example, 0.34 means a 34% yield).. Dataset: Reaction yield outcomes from USPTO patents with 853,638 reactions (1) The reactants are [I:1][C:2]1[CH:9]=[CH:8][C:5](C=O)=[CH:4][CH:3]=1.[CH:10](OC)([O:13][CH3:14])[O:11][CH3:12]. The catalyst is CO.C1(C)C=CC(S(O)(=O)=O)=CC=1. The product is [CH3:12][O:11][CH:10]([O:13][CH3:14])[C:5]1[CH:8]=[CH:9][C:2]([I:1])=[CH:3][CH:4]=1. The yield is 1.00. (2) The product is [CH2:1]([N:8]1[CH2:31][CH:30]([CH2:32][OH:34])[O:29][C:10]2([CH2:15][CH2:14][N:13]([C:16]([C:18]3[CH:23]=[CH:22][C:21]([O:24][CH:25]([CH3:26])[CH3:27])=[C:20]([CH3:28])[CH:19]=3)=[O:17])[CH2:12][CH2:11]2)[CH2:9]1)[C:2]1[CH:7]=[CH:6][CH:5]=[CH:4][CH:3]=1. The reactants are [CH2:1]([N:8]1[CH2:31][CH:30]([CH:32]=C)[O:29][C:10]2([CH2:15][CH2:14][N:13]([C:16]([C:18]3[CH:23]=[CH:22][C:21]([O:24][CH:25]([CH3:27])[CH3:26])=[C:20]([CH3:28])[CH:19]=3)=[O:17])[CH2:12][CH2:11]2)[CH2:9]1)[C:2]1[CH:7]=[CH:6][CH:5]=[CH:4][CH:3]=1.[O:34]=[O+][O-].[BH4-].[Na+]. The yield is 0.340. The catalyst is C(Cl)Cl.CO. (3) The reactants are [Br:1][C:2]1[CH:7]=[CH:6][C:5]([NH:8][C:9](=O)[CH3:10])=[C:4]([C:12]([F:15])([F:14])[F:13])[CH:3]=1.C(Cl)Cl.[N-:19]=[N+:20]=[N-:21].[Na+].FC(F)(F)S(OS(C(F)(F)F)(=O)=O)(=O)=O. The catalyst is C(#N)C. The product is [Br:1][C:2]1[CH:7]=[CH:6][C:5]([N:8]2[C:9]([CH3:10])=[N:21][N:20]=[N:19]2)=[C:4]([C:12]([F:15])([F:14])[F:13])[CH:3]=1. The yield is 0.700. (4) The reactants are [C:1]([O:8][CH3:9])(=[O:7])/[CH:2]=[CH:3]/[C:4]([OH:6])=[O:5].Cl[CH2:11][C:12]([N:14]1[CH2:19][CH2:18][O:17][CH2:16][CH2:15]1)=[O:13]. The catalyst is CN1C(=O)CCC1. The product is [C:1]([O:8][CH3:9])(=[O:7])/[CH:2]=[CH:3]/[C:4]([O:6][CH2:11][C:12]([N:14]1[CH2:19][CH2:18][O:17][CH2:16][CH2:15]1)=[O:13])=[O:5]. The yield is 0.350. (5) The reactants are [CH2:1]([O:8][C:9]1[CH:10]=[CH:11][C:12]([O:17][CH3:18])=[C:13]([CH:16]=1)[CH:14]=[O:15])[C:2]1[CH:7]=[CH:6][CH:5]=[CH:4][CH:3]=1.[OH-].[K+].OO.[OH:23]S(O)(=O)=O. The catalyst is CO.O. The product is [CH2:1]([O:8][C:9]1[CH:10]=[CH:11][C:12]([O:17][CH3:18])=[C:13]([CH:16]=1)[C:14]([OH:23])=[O:15])[C:2]1[CH:3]=[CH:4][CH:5]=[CH:6][CH:7]=1. The yield is 0.970. (6) The reactants are [C:1]([O:4][CH:5]1[CH:10](Br)[CH2:9][CH2:8][N:7]([C:12]([O:14][CH2:15][CH3:16])=[O:13])[CH2:6]1)(=[O:3])[CH3:2].C1CCN2C(=NCCC2)CC1. The catalyst is C1(C)C=CC=CC=1. The product is [C:1]([O:4][CH:5]1[CH2:6][N:7]([C:12]([O:14][CH2:15][CH3:16])=[O:13])[CH2:8][CH:9]=[CH:10]1)(=[O:3])[CH3:2]. The yield is 0.854.